Predict the reaction yield, written as a fraction of the theoretical maximum amount of product (1.0 means a 100% yield; for example, 0.34 means a 34% yield). From a dataset of Reaction yield outcomes from USPTO patents with 853,638 reactions. (1) The reactants are Cl[C:2]1[CH:7]=[CH:6][C:5]([CH3:8])=[CH:4][CH:3]=1.[C:9](#N)[CH3:10].[Li].C1C[O:16]CC1. No catalyst specified. The product is [CH3:8][C:5]1[CH:6]=[CH:7][C:2]([C:9]([CH3:10])=[O:16])=[CH:3][CH:4]=1. The yield is 0.990. (2) The reactants are [Li+].C[Si]([N-][Si](C)(C)C)(C)C.Cl[C:12]1[N:20]=[C:19]([Cl:21])[CH:18]=[CH:17][C:13]=1[C:14]([NH2:16])=[O:15].[CH3:22][S:23][C:24]1[CH:30]=[CH:29][C:27]([NH2:28])=[CH:26][CH:25]=1. The catalyst is C1COCC1. The product is [Cl:21][C:19]1[CH:18]=[CH:17][C:13]([C:14]([NH2:16])=[O:15])=[C:12]([NH:28][C:27]2[CH:29]=[CH:30][C:24]([S:23][CH3:22])=[CH:25][CH:26]=2)[N:20]=1. The yield is 0.740. (3) The reactants are [C:1]([O:8]CC)(=O)[C:2]([O:4][CH2:5][CH3:6])=[O:3].O.[NH2:12][NH2:13]. The catalyst is C(O)C. The product is [NH:12]([C:1](=[O:8])[C:2]([O:4][CH2:5][CH3:6])=[O:3])[NH2:13]. The yield is 0.800. (4) The reactants are [OH-].[Li+].[CH2:3]([O:10][C:11]1[CH:16]=[CH:15][C:14]([S:17]([NH:20][CH2:21][C@H:22]([N:27]2[CH2:32][CH2:31][CH2:30][CH2:29][CH2:28]2)[C:23]([O:25]C)=[O:24])(=[O:19])=[O:18])=[CH:13][CH:12]=1)[C:4]1[CH:9]=[CH:8][CH:7]=[CH:6][CH:5]=1. The catalyst is O1CCCC1.O. The product is [CH2:3]([O:10][C:11]1[CH:16]=[CH:15][C:14]([S:17]([NH:20][CH2:21][C@H:22]([N:27]2[CH2:32][CH2:31][CH2:30][CH2:29][CH2:28]2)[C:23]([OH:25])=[O:24])(=[O:19])=[O:18])=[CH:13][CH:12]=1)[C:4]1[CH:5]=[CH:6][CH:7]=[CH:8][CH:9]=1. The yield is 0.980. (5) The reactants are CC1(C)CCCC(C)(C)N1.C([Li])CCC.[C:16]([O:20][C:21]([N:23]1[C:31]2[C:26](=[CH:27][CH:28]=[CH:29][C:30]=2[CH2:32][CH3:33])[CH:25]=[CH:24]1)=[O:22])([CH3:19])([CH3:18])[CH3:17].Cl[C:35]([O:37][CH2:38][CH3:39])=[O:36].[Cl-].[NH4+]. The catalyst is O1CCCC1. The product is [CH3:39][CH2:38][O:37][C:35]([C:24]1[N:23]([C:21]([O:20][C:16]([CH3:19])([CH3:18])[CH3:17])=[O:22])[C:31]2[C:26]([CH:25]=1)=[CH:27][CH:28]=[CH:29][C:30]=2[CH2:32][CH3:33])=[O:36]. The yield is 0.562. (6) The reactants are C(N(CC)CC)C.C1C=CC2N(O)N=NC=2C=1.Cl.[CH3:19][NH:20][O:21][CH3:22].C(Cl)CCl.[CH2:27]([O:34][C:35]([NH:37][C:38]1[CH:39]=[C:40]([CH2:44][C:45]([OH:47])=O)[CH:41]=[CH:42][CH:43]=1)=[O:36])[C:28]1[CH:33]=[CH:32][CH:31]=[CH:30][CH:29]=1. No catalyst specified. The product is [CH3:22][O:21][N:20]([CH3:19])[C:45](=[O:47])[CH2:44][C:40]1[CH:39]=[C:38]([NH:37][C:35](=[O:36])[O:34][CH2:27][C:28]2[CH:29]=[CH:30][CH:31]=[CH:32][CH:33]=2)[CH:43]=[CH:42][CH:41]=1. The yield is 0.740. (7) The reactants are [CH3:1][O:2][C:3]1[CH:16]=[CH:15][C:6]([CH2:7][S:8]([CH2:11][C:12](O)=O)(=[O:10])=[O:9])=[CH:5][C:4]=1[N+:17]([O-:19])=[O:18].[CH3:20][O:21][C:22]1[CH:29]=[C:28]([O:30][CH3:31])[CH:27]=[C:26]([O:32][CH3:33])[C:23]=1C=O.C(N)C1C=CC=CC=1. The catalyst is C(O)(=O)C. The product is [CH3:1][O:2][C:3]1[CH:16]=[CH:15][C:6]([CH2:7][S:8](/[CH:11]=[CH:12]/[C:23]2[C:26]([O:32][CH3:33])=[CH:27][C:28]([O:30][CH3:31])=[CH:29][C:22]=2[O:21][CH3:20])(=[O:10])=[O:9])=[CH:5][C:4]=1[N+:17]([O-:19])=[O:18]. The yield is 0.280.